Dataset: Forward reaction prediction with 1.9M reactions from USPTO patents (1976-2016). Task: Predict the product of the given reaction. (1) Given the reactants [NH2:1][C:2]1O[C:4]2[C:9]([CH:10]([C:14]3[CH:19]=[C:18]([O:20][CH3:21])[C:17]([O:22][CH3:23])=[C:16]([Br:24])[CH:15]=3)[C:11]=1C#N)=[CH:8][C:7]1[CH:25]=[CH:26][CH:27]=[CH:28][C:6]=1[CH:5]=2.CI.C(=O)([O-])[O-].[K+].[K+].[CH3:37][N:38]([CH3:41])[CH:39]=[O:40], predict the reaction product. The product is: [CH3:37][N:38]([CH3:41])[C:39]1[O:40][C:4]2[C:9]([CH:10]([C:14]3[CH:19]=[C:18]([O:20][CH3:21])[C:17]([O:22][CH3:23])=[C:16]([Br:24])[CH:15]=3)[C:11]=1[C:2]#[N:1])=[CH:8][C:7]1[CH:25]=[CH:26][CH:27]=[CH:28][C:6]=1[CH:5]=2. (2) Given the reactants [Br:1][C:2]1[CH:7]=[CH:6][C:5]([NH:8][C:9](=[O:25])[C:10]2[CH:15]=[CH:14][C:13]([NH:16][CH2:17][CH2:18][N:19]([CH3:21])[CH3:20])=[C:12]([N+:22]([O-])=O)[CH:11]=2)=[CH:4][CH:3]=1.[NH4+].[Cl-], predict the reaction product. The product is: [NH2:22][C:12]1[CH:11]=[C:10]([CH:15]=[CH:14][C:13]=1[NH:16][CH2:17][CH2:18][N:19]([CH3:21])[CH3:20])[C:9]([NH:8][C:5]1[CH:4]=[CH:3][C:2]([Br:1])=[CH:7][CH:6]=1)=[O:25]. (3) Given the reactants [O:1]=[C:2]1[C:11]2[C:6](=[CH:7][CH:8]=[C:9]([C:12](O)=O)[CH:10]=2)[NH:5][C:4]([C:15]2[CH:20]=[CH:19][CH:18]=[CH:17][CH:16]=2)=[CH:3]1.CN(C(ON1N=NC2C=CC=NC1=2)=[N+](C)C)C.F[P-](F)(F)(F)(F)F.C(N(C(C)C)CC)(C)C.C([O:56][C:57](=[O:72])[C:58]1[CH:63]=[CH:62][C:61]([NH:64][CH:65]2[CH2:70][CH2:69][CH2:68][CH2:67][CH2:66]2)=[C:60]([NH2:71])[CH:59]=1)C.[OH-].[Na+], predict the reaction product. The product is: [CH:65]1([N:64]2[C:61]3[CH:62]=[CH:63][C:58]([C:57]([OH:56])=[O:72])=[CH:59][C:60]=3[N:71]=[C:12]2[C:9]2[CH:10]=[C:11]3[C:6](=[CH:7][CH:8]=2)[NH:5][C:4]([C:15]2[CH:16]=[CH:17][CH:18]=[CH:19][CH:20]=2)=[CH:3][C:2]3=[O:1])[CH2:66][CH2:67][CH2:68][CH2:69][CH2:70]1. (4) Given the reactants CN(C)CC[CH2:5][CH2:6][CH2:7][C:8]([O:10][CH:11]([CH:22]([CH2:33][CH2:34][CH2:35]/[CH:36]=[CH:37]\[CH2:38][CH2:39][CH2:40][CH2:41][CH3:42])[CH2:23][CH2:24][CH2:25]/[CH:26]=[CH:27]\[CH2:28][CH2:29][CH2:30][CH2:31][CH3:32])[CH2:12][CH2:13][CH2:14]/[CH:15]=[CH:16]\[CH2:17][CH2:18][CH2:19][CH2:20][CH3:21])=[O:9].[CH3:44][NH:45][CH3:46].[CH2:47](O)C, predict the reaction product. The product is: [CH3:44][N:45]([CH3:47])[CH2:46][CH2:5][CH2:6][CH2:7][C:8]([O:10][CH:11]([CH:22]([CH2:23][CH2:24][CH2:25]/[CH:26]=[CH:27]\[CH2:28][CH2:29][CH2:30][CH2:31][CH3:32])[CH2:33][CH2:34][CH2:35]/[CH:36]=[CH:37]\[CH2:38][CH2:39][CH2:40][CH2:41][CH3:42])[CH2:12][CH2:13][CH2:14]/[CH:15]=[CH:16]\[CH2:17][CH2:18][CH2:19][CH2:20][CH3:21])=[O:9]. (5) Given the reactants [CH3:1][O:2][C:3]1[CH:4]=[C:5](Br)[CH:6]=[CH:7][C:8]=1[N:9]1[CH:13]=[C:12]([CH3:14])[N:11]=[CH:10]1.[F:16][C:17]1[CH:22]=[CH:21][C:20]([C:23]2[N:28]3[N:29]=[C:30]([NH2:32])[N:31]=[C:27]3[C:26]([O:33][CH3:34])=[CH:25][CH:24]=2)=[CH:19][CH:18]=1, predict the reaction product. The product is: [F:16][C:17]1[CH:18]=[CH:19][C:20]([C:23]2[N:28]3[N:29]=[C:30]([NH:32][C:5]4[CH:6]=[CH:7][C:8]([N:9]5[CH:13]=[C:12]([CH3:14])[N:11]=[CH:10]5)=[C:3]([O:2][CH3:1])[CH:4]=4)[N:31]=[C:27]3[C:26]([O:33][CH3:34])=[CH:25][CH:24]=2)=[CH:21][CH:22]=1. (6) Given the reactants [NH2:1][CH2:2][CH2:3][N:4]([CH2:21][CH2:22][NH2:23])[C:5](=[O:20])[C:6]1[C:14]([I:15])=[C:13]([NH:16][CH3:17])[C:12]([I:18])=[C:8]([C:9]([OH:11])=[O:10])[C:7]=1[I:19].[Br:24][CH2:25][C:26](Br)=[O:27], predict the reaction product. The product is: [Br:24][CH2:25][C:26]([NH:1][CH2:2][CH2:3][N:4]([CH2:21][CH2:22][NH:23][C:26](=[O:27])[CH2:25][Br:24])[C:5](=[O:20])[C:6]1[C:14]([I:15])=[C:13]([NH:16][CH2:17][C:26](=[O:27])[CH2:25][Br:24])[C:12]([I:18])=[C:8]([C:9]([OH:11])=[O:10])[C:7]=1[I:19])=[O:27].